This data is from Drug-target binding data from BindingDB using Ki measurements. The task is: Regression. Given a target protein amino acid sequence and a drug SMILES string, predict the binding affinity score between them. We predict pKi (pKi = -log10(Ki in M); higher means stronger inhibition). Dataset: bindingdb_ki. (1) The drug is COC(=O)n1cc(C[C@H]2NC(=O)[C@H](CC(C)C)NC(=O)[C@@H](C(C)C)NC(=O)[C@@H]3CCCN3C(=O)[C@H](CC(=O)O)NC2=O)c2ccccc21. The target protein (Q63120) has sequence MDKFCNSTFWDLSLLESPEADLPLCFEQTVLVWIPLGFLWLLAPWQLYSVYRSRTKRSSITKFYLAKQVFVVFLLILAAIDLSLALTEDTGQATVPPVRYTNPILYLCTWLLVLAVQHSRQWCVRKNSWFLSLFWILSVLCGVFQFQTLIRALLKDSKSNMAYSYLFFVSYGFQIVLLILTAFSGPSDSTQTPSVTASFLSSITFSWYDRTVLKGYKHPLTLEDVWDIDEGFKTRSVTSKFEAAMTKDLQKARQAFQRRLQKSQRKPEATLHGLNKKQSQSQDVLVLEEAKKKSEKTTKDYPKSWLIKSLFKTFHVVILKSFILKLIHDLLVFLNPQLLKLLIGFVKSSNSYVWFGYICAILMFAVTLIQSFCLQSYFQHCFVLGMCVRTTVMSSIYKKALTLSNLARKQYTIGETVNLMSVDSQKLMDATNYMQLVWSSVIQITLSIFFLWRELGPSILAGVGVMVLLIPVNGVLATKIRNIQVQNMKNKDKRLKIMNE.... The pKi is 4.3. (2) The small molecule is CCCC(=O)O[C@@H]1C[C@@H]2C=CC[C@@H]21. The target protein (P16233) has sequence MLPLWTLSLLLGAVAGKEVCYERLGCFSDDSPWSGITERPLHILPWSPKDVNTRFLLYTNENPNNFQEVAADSSSISGSNFKTNRKTRFIIHGFIDKGEENWLANVCKNLFKVESVNCICVDWKGGSRTGYTQASQNIRIVGAEVAYFVEFLQSAFGYSPSNVHVIGHSLGAHAAGEAGRRTNGTIGRITGLDPAEPCFQGTPELVRLDPSDAKFVDVIHTDGAPIVPNLGFGMSQVVGHLDFFPNGGVEMPGCKKNILSQIVDIDGIWEGTRDFAACNHLRSYKYYTDSIVNPDGFAGFPCASYNVFTANKCFPCPSGGCPQMGHYADRYPGKTNDVGQKFYLDTGDASNFARWRYKVSVTLSGKKVTGHILVSLFGNKGNSKQYEIFKGTLKPDSTHSNEFDSDVDVGDLQMVKFIWYNNVINPTLPRVGASKIIVETNVGKQFNFCSPETVREEVLLTLTPC. The pKi is 6.7. (3) The compound is O=C(O)CNS(=O)(=O)c1ccc2c3c(cccc13)C(=O)N2. The target protein (P9WHE9) has sequence MKGGAGVPDLPSLDASGVRLAIVASSWHGKICDALLDGARKVAAGCGLDDPTVVRVLGAIEIPVVAQELARNHDAVVALGVVIRGQTPHFDYVCDAVTQGLTRVSLDSSTPIANGVLTTNTEEQALDRAGLPTSAEDKGAQATVAALATALTLRELRAHS. The pKi is 4.2. (4) The small molecule is CN(C)CCC=C1c2ccccc2CCc2ccccc21. The target is MLLARMKPQVQPELGGADQ. The pKi is 8.1. (5) The compound is Nc1nc(NC2Cc3ccccc3C2)nc(N2CCCCC2)n1. The target protein (P13956) has sequence MNEKNIKHSQNFITSKHNIDKIMTNIRLNEHDNIFEIGSGKGHFTLELVQRCNFVTAIEIDHKLCKTTENKLVDHDNFQVLNKDILQFKFPKNQSYKIFGNIPYNISTDIIRKIVFDSIADEIYLIVEYGFAKRLLNTKRSLALFLMAEVDISILSMVPREYFHPKPKVNSSLIRLNRKKSRISHKDKQKYNYFVMKWVNKEYKKIFTKNQFNNSLKHAGIDDLNNISFEQFLSLFNSYKLFNK. The pKi is 4.1. (6) The compound is CCCCN1CCC(COC(=O)c2c3n(c4ccccc24)CCCO3)CC1. The target protein sequence is MDKLDANGSSKEGFGSVEKVVLLTFVSAVILMAVLGNLLVMVAVCRDRQLRKIKTNYFIVSLAFADLLVSVLVMPFGAIELVQDVWIYGEMFCLVRTSLDVLLTTASIFHLCCISLDRYYAICCQPLVYRNKMTPLRVAVLLAGCWAIPVLISFLPIMQGWNNIGITDLERTSKPRLGQDLHVIEKRKFHQNSNSTYCIFMVNKPYAITCSVVAFYIPFLLMVLAYWRIYVTAKEHAHQIQMLQRAGAPAEGRPPSADQHSTHRMRTETKAAKTLCVIMGCFCLCWAPFFVTNVVDPFADYSVPGQVWTAFLWLGYINSGLNPFLYAFLNKSFRRAFLIILCCDDERYRRPCVAGQTVPCSTTTVNGSTHVLRDAVECGGQWESQCHPPATSPLVAAQPSDT. The pKi is 9.8. (7) The target protein (P15396) has sequence MQSTLNLSTEEPVKRNTVKKYKIICIVLLILLVAVSLALGLVAGLRQQEEQGSCRKKCFDASHRGLEGCRCDVGCKGRGDCCWDFEDTCVQSTQIWTCNKFRCGETRLESSLCSCSDDCLQRKDCCADYKSVCQGETSWVDEDCSTAQQPQCPEGFDLPPVILFSMDGFRAEYLQTWSTLVPNINKLKTCGVHSQYLRPAYPTKTFPNHYTIVTGLYPESHGIIDNNMYDINLNKNFSLSSKEKDNPAWWQGQPIWLTAMYQGLKVGTYFWPGSDVAINGTFPSIYKIYNRSVTYEERIFTLLKWLDLPKAERPDFYTIYVEEPDSQGHNYGPVSAGVIQALQLVDKTFGLLMEGLKQRNLVNCVNIILLADHGMDQTYCDKLEYMADYFSSINFYMFEGPAPRIRTRNIPQDFFTFNSEEIVRNLSCRKPDQHFKPYLSPDLPKRLHFAKNVRIDKVNLLVDRQWQAVRNRAYSYCGGGNHGYDNEFKSMEAIFLAHGP.... The compound is O=P(O)(O)Cc1ccccc1. The pKi is 2.9. (8) The compound is O=Nc1c(O)ccc2ccccc12. The target protein (P77488) has sequence MSFDIAKYPTLALVDSTQELRLLPKESLPKLCDELRRYLLDSVSRSSGHFASGLGTVELTVALHYVYNTPFDQLIWDVGHQAYPHKILTGRRDKIGTIRQKGGLHPFPWRGESEYDVLSVGHSSTSISAGIGIAVAAEKEGKNRRTVCVIGDGAITAGMAFEAMNHAGDIRPDMLVILNDNEMSISENVGALNNHLAQLLSGKLYSSLREGGKKVFSGVPPIKELLKRTEEHIKGMVVPGTLFEELGFNYIGPVDGHDVLGLITTLKNMRDLKGPQFLHIMTKKGRGYEPAEKDPITFHAVPKFDPSSGCLPKSSGGLPSYSKIFGDWLCETAAKDNKLMAITPAMREGSGMVEFSRKFPDRYFDVAIAEQHAVTFAAGLAIGGYKPIVAIYSTFLQRAYDQVLHDVAIQKLPVLFAIDRAGIVGADGQTHQGAFDLSYLRCIPEMVIMTPSDENECRQMLYTGYHYNDGPSAVRYPRGNAVGVELTPLEKLPIGKGIVK.... The pKi is 3.4.